This data is from Full USPTO retrosynthesis dataset with 1.9M reactions from patents (1976-2016). The task is: Predict the reactants needed to synthesize the given product. The reactants are: [CH2:1]([NH:8][C:9]([C:11]1[C:12](=[O:22])[N:13]([CH2:18][CH2:19][CH2:20][CH3:21])[CH:14]=[C:15](I)[CH:16]=1)=[O:10])[C:2]1[CH:7]=[CH:6][CH:5]=[CH:4][CH:3]=1.[C:23]1(OB(O)O)[CH:28]=[CH:27][CH:26]=[CH:25][CH:24]=1.C(=O)([O-])[O-].[K+].[K+].[Cl-].[NH4+]. Given the product [CH2:1]([NH:8][C:9]([C:11]1[C:12](=[O:22])[N:13]([CH2:18][CH2:19][CH2:20][CH3:21])[CH:14]=[C:15]([C:23]2[CH:28]=[CH:27][CH:26]=[CH:25][CH:24]=2)[CH:16]=1)=[O:10])[C:2]1[CH:7]=[CH:6][CH:5]=[CH:4][CH:3]=1, predict the reactants needed to synthesize it.